This data is from Forward reaction prediction with 1.9M reactions from USPTO patents (1976-2016). The task is: Predict the product of the given reaction. (1) Given the reactants C[Mg]Br.[F:4][C:5]([C:8]1[CH:34]=[CH:33][C:11](/[CH:12]=C\C2C=CC3N(C4C=CC(OC(C)C)=CC=4)C=NC=3C=2)=[CH:10][CH:9]=1)([CH3:7])[CH3:6], predict the reaction product. The product is: [F:4][C:5]([C:8]1[CH:9]=[CH:10][C:11]([CH3:12])=[CH:33][CH:34]=1)([CH3:7])[CH3:6]. (2) Given the reactants N.[C:2]([C@H:4]1[CH2:9][CH2:8][CH2:7][CH2:6][N:5]1[C:10]([O:12][C:13]([CH3:16])([CH3:15])[CH3:14])=[O:11])#[N:3], predict the reaction product. The product is: [NH2:3][CH2:2][C@H:4]1[CH2:9][CH2:8][CH2:7][CH2:6][N:5]1[C:10]([O:12][C:13]([CH3:16])([CH3:15])[CH3:14])=[O:11]. (3) The product is: [F:16][C:4]([F:3])([F:15])[C:5]1[N:6]=[C:7]([C:10]2[S:11][CH:12]=[CH:13][N:14]=2)[NH:8][CH:9]=1.[CH3:22][O:21][C:19](=[O:20])[CH2:18][N:8]1[CH:9]=[C:5]([C:4]([F:3])([F:15])[F:16])[N:6]=[C:7]1[C:10]1[S:11][CH:12]=[CH:13][N:14]=1. Given the reactants [H-].[Na+].[F:3][C:4]([F:16])([F:15])[C:5]1[N:6]=[C:7]([C:10]2[S:11][CH:12]=[CH:13][N:14]=2)[NH:8][CH:9]=1.Br[CH2:18][C:19]([O:21][CH3:22])=[O:20], predict the reaction product. (4) The product is: [CH2:6]([O:13][C@@H:14]1[C@@H:19]([O:20][CH2:21][C:22]2[CH:27]=[CH:26][CH:25]=[CH:24][CH:23]=2)[C@H:18]([O:28][CH2:29][C:30]2[CH:31]=[CH:32][CH:33]=[CH:34][CH:35]=2)[C@@H:17]([CH2:2][C:1](=[S:3])[CH3:54])[O:16][C@@H:15]1[O:48][CH2:49][CH2:50][CH2:51][OH:52])[C:7]1[CH:12]=[CH:11][CH:10]=[CH:9][CH:8]=1. Given the reactants [C:1]([O-])(=[S:3])[CH3:2].[K+].[CH2:6]([O:13][C@@H:14]1[C@@H:19]([O:20][CH2:21][C:22]2[CH:27]=[CH:26][CH:25]=[CH:24][CH:23]=2)[C@H:18]([O:28][CH2:29][C:30]2[CH:35]=[CH:34][CH:33]=[CH:32][CH:31]=2)[C@@H:17](COS(C2C=CC(C)=CC=2)(=O)=O)[O:16][C@@H:15]1[O:48][CH2:49][CH2:50][CH2:51][OH:52])[C:7]1[CH:12]=[CH:11][CH:10]=[CH:9][CH:8]=1.O.[CH3:54]N(C=O)C, predict the reaction product. (5) Given the reactants C([N:8]1[CH:12]=[C:11]([CH2:13][CH2:14][CH2:15][CH2:16][C:17]2[CH:22]=[CH:21][C:20]([O:23][CH3:24])=[CH:19][C:18]=2[CH3:25])[N:10]=[N:9]1)C1C=CC=CC=1, predict the reaction product. The product is: [CH3:24][O:23][C:20]1[CH:21]=[CH:22][C:17]([CH2:16][CH2:15][CH2:14][CH2:13][C:11]2[N:10]=[N:9][NH:8][CH:12]=2)=[C:18]([CH3:25])[CH:19]=1. (6) The product is: [F:1][C:2]1[CH:8]=[C:7]([C:9]([F:10])([F:11])[F:12])[CH:6]=[CH:5][C:3]=1[NH:4][N:13]=[C:25]([C:26](=[O:28])[CH3:27])[C:22](=[O:24])[CH3:23]. Given the reactants [F:1][C:2]1[CH:8]=[C:7]([C:9]([F:12])([F:11])[F:10])[CH:6]=[CH:5][C:3]=1[NH2:4].[N:13]([O-])=O.[Na+].C([O-])(=O)C.[Na+].[C:22]([CH2:25][C:26](=[O:28])[CH3:27])(=[O:24])[CH3:23], predict the reaction product.